From a dataset of TCR-epitope binding with 47,182 pairs between 192 epitopes and 23,139 TCRs. Binary Classification. Given a T-cell receptor sequence (or CDR3 region) and an epitope sequence, predict whether binding occurs between them. (1) The epitope is RLFRKSNLK. The TCR CDR3 sequence is CATNDPIRASSHEQFF. Result: 0 (the TCR does not bind to the epitope). (2) The epitope is FQPTNGVGY. The TCR CDR3 sequence is CASSLAGGSYNSPLHF. Result: 0 (the TCR does not bind to the epitope).